This data is from Full USPTO retrosynthesis dataset with 1.9M reactions from patents (1976-2016). The task is: Predict the reactants needed to synthesize the given product. (1) Given the product [CH2:8]([O:15][N:16]1[C:22](=[O:23])[N:21]2[CH2:24][C@H:17]1[CH2:18][CH2:19][C@H:20]2[C:25]1[O:29][N:28]=[C:27]([CH:30]2[CH2:35][CH2:34][NH:33][CH2:32][CH2:31]2)[N:26]=1)[C:9]1[CH:10]=[CH:11][CH:12]=[CH:13][CH:14]=1, predict the reactants needed to synthesize it. The reactants are: C(O)(C(F)(F)F)=O.[CH2:8]([O:15][N:16]1[C:22](=[O:23])[N:21]2[CH2:24][C@H:17]1[CH2:18][CH2:19][C@H:20]2[C:25]1[O:29][N:28]=[C:27]([CH:30]2[CH2:35][CH2:34][N:33](C(OC(C)(C)C)=O)[CH2:32][CH2:31]2)[N:26]=1)[C:9]1[CH:14]=[CH:13][CH:12]=[CH:11][CH:10]=1. (2) Given the product [CH3:1][C:2]1[CH:7]=[C:6]([CH3:8])[CH:5]=[CH:4][C:3]=1[C:9]1[N:10]=[C:13]([CH2:14][N:15]([CH2:22][C:23]2[CH:24]=[CH:25][C:26]([S:29][C:30]([CH3:39])([CH3:38])[C:31]([O:33][C:34]([CH3:37])([CH3:36])[CH3:35])=[O:32])=[CH:27][CH:28]=2)[CH2:16][C:17]2[O:18][CH:19]=[CH:20][CH:21]=2)[O:12][N:11]=1, predict the reactants needed to synthesize it. The reactants are: [CH3:1][C:2]1[CH:7]=[C:6]([CH3:8])[CH:5]=[CH:4][C:3]=1[C:9]([NH:11][O:12][C:13](=O)[CH2:14][N:15]([CH2:22][C:23]1[CH:28]=[CH:27][C:26]([S:29][C:30]([CH3:39])([CH3:38])[C:31]([O:33][C:34]([CH3:37])([CH3:36])[CH3:35])=[O:32])=[CH:25][CH:24]=1)[CH2:16][C:17]1[O:18][CH:19]=[CH:20][CH:21]=1)=[NH:10].C([O-])(=O)C.[Na+]. (3) Given the product [C:1]1([CH:7]([N:16]2[CH2:21][CH2:20][CH2:19][CH2:18][CH2:17]2)[CH:8]2[CH2:9][CH2:10][CH:11]([NH2:14])[CH2:12][CH2:13]2)[CH:2]=[CH:3][CH:4]=[CH:5][CH:6]=1, predict the reactants needed to synthesize it. The reactants are: [C:1]1([CH:7]([N:16]2[CH2:21][CH2:20][CH2:19][CH2:18][CH2:17]2)[CH:8]2[CH2:13][CH2:12][C:11](=[N:14]O)[CH2:10][CH2:9]2)[CH:6]=[CH:5][CH:4]=[CH:3][CH:2]=1.[H-].[Al+3].[Li+].[H-].[H-].[H-].O.[OH-].[Na+].